From a dataset of Forward reaction prediction with 1.9M reactions from USPTO patents (1976-2016). Predict the product of the given reaction. (1) Given the reactants [CH:1]([C:4]1[CH:9]=[CH:8][CH:7]=[CH:6][C:5]=1[OH:10])([CH3:3])[CH3:2].[F:11][C:12]1[C:17](F)=[C:16]([F:19])[C:15]([F:20])=[C:14]([F:21])[C:13]=1[F:22].[OH-].[K+].CS(C)=O, predict the reaction product. The product is: [F:11][C:12]1[C:17]([O:10][C:5]2[CH:6]=[CH:7][CH:8]=[CH:9][C:4]=2[CH:1]([CH3:3])[CH3:2])=[C:16]([F:19])[C:15]([F:20])=[C:14]([F:21])[C:13]=1[F:22]. (2) Given the reactants Cl[C:2]1[CH:7]=[C:6]([Cl:8])[N:5]=[C:4]([N:9]2[C:13]([CH3:14])=[CH:12][C:11]([CH3:15])=[N:10]2)[N:3]=1.[NH2:16][CH:17]1[CH2:25][C:24]2[C:19](=[CH:20][CH:21]=[CH:22][CH:23]=2)[CH2:18]1, predict the reaction product. The product is: [Cl:8][C:6]1[N:5]=[C:4]([N:9]2[C:13]([CH3:14])=[CH:12][C:11]([CH3:15])=[N:10]2)[N:3]=[C:2]([NH:16][CH:17]2[CH2:25][C:24]3[C:19](=[CH:20][CH:21]=[CH:22][CH:23]=3)[CH2:18]2)[CH:7]=1. (3) Given the reactants [C:1]([N:4]1[C:13]2[C:8](=[CH:9][C:10]([C:14]3[CH:15]=[N:16][NH:17][CH:18]=3)=[CH:11][CH:12]=2)[N:7]([C:19]([O:21][CH:22]2[CH2:25][CH2:24][CH2:23]2)=[O:20])[CH2:6][C@@H:5]1[CH3:26])(=[O:3])[CH3:2].CN(C)C=O.Br[CH:33]1[CH2:38][CH2:37][S:36](=[O:40])(=[O:39])[CH2:35][CH2:34]1.C(=O)([O-])[O-].[Cs+].[Cs+], predict the reaction product. The product is: [C:1]([N:4]1[C:13]2[C:8](=[CH:9][C:10]([C:14]3[CH:15]=[N:16][N:17]([CH:34]4[CH2:33][CH2:38][CH2:37][S:36](=[O:40])(=[O:39])[CH2:35]4)[CH:18]=3)=[CH:11][CH:12]=2)[N:7]([C:19]([O:21][CH:22]2[CH2:25][CH2:24][CH2:23]2)=[O:20])[CH2:6][C@@H:5]1[CH3:26])(=[O:3])[CH3:2]. (4) Given the reactants C(Cl)(C(Cl)=O)=O.CS(C)=O.[Cl:11][CH2:12][C:13]([NH:15][CH:16]([CH2:19][CH3:20])[CH2:17][OH:18])=[O:14].C(OCC)(=O)C, predict the reaction product. The product is: [Cl:11][CH2:12][C:13]([NH:15][CH:16]([CH2:19][CH3:20])[CH:17]=[O:18])=[O:14]. (5) Given the reactants Cl.[CH2:2]([NH:4][C:5](=[O:33])[NH:6][C:7]1[CH:12]=[CH:11][C:10]([C:13]2[N:14]=[C:15]([N:26]3[CH2:31][CH2:30][O:29][CH2:28][C@@H:27]3[CH3:32])[C:16]3[CH2:21][N:20]([C:22]([O:24][CH3:25])=[O:23])[CH2:19][C:17]=3[N:18]=2)=[CH:9][CH:8]=1)[CH3:3].CCN(C(C)C)C(C)C.ClC(OC)=O, predict the reaction product. The product is: [CH2:2]([NH:4][C:5](=[O:33])[NH:6][C:7]1[CH:8]=[CH:9][C:10]([C:13]2[N:14]=[C:15]([N:26]3[CH2:31][CH2:30][O:29][CH2:28][C@@H:27]3[CH3:32])[C:16]3[CH2:21][N:20]([C:22]([O:24][CH3:25])=[O:23])[CH2:19][C:17]=3[N:18]=2)=[CH:11][CH:12]=1)[CH3:3].